Dataset: HIV replication inhibition screening data with 41,000+ compounds from the AIDS Antiviral Screen. Task: Binary Classification. Given a drug SMILES string, predict its activity (active/inactive) in a high-throughput screening assay against a specified biological target. (1) The drug is O=C1NN=C2CCCCCCC12Cl. The result is 0 (inactive). (2) The molecule is O=C(NCCCCN(CCCNC(=O)C(F)(F)F)Cc1ccc2ccccc2c1)C(F)(F)F. The result is 0 (inactive). (3) The molecule is O=c1[nH]c(=O)n(C2CC(O)C(CO)O2)cc1S. The result is 0 (inactive). (4) The molecule is CCOC(OC1=C(C#N)CCCC1)C(CC)[Se]c1ccccc1. The result is 0 (inactive).